This data is from Peptide-MHC class II binding affinity with 134,281 pairs from IEDB. The task is: Regression. Given a peptide amino acid sequence and an MHC pseudo amino acid sequence, predict their binding affinity value. This is MHC class II binding data. (1) The MHC is DRB1_0301 with pseudo-sequence DRB1_0301. The peptide sequence is GSLKTALTGAMRVTK. The binding affinity (normalized) is 0.787. (2) The peptide sequence is AFVVAATAANAAPAN. The MHC is DRB1_1001 with pseudo-sequence DRB1_1001. The binding affinity (normalized) is 0.761. (3) The peptide sequence is NMEVRGGMVAPLYGV. The MHC is HLA-DQA10501-DQB10302 with pseudo-sequence HLA-DQA10501-DQB10302. The binding affinity (normalized) is 0.481.